Task: Predict hERG channel inhibition at various concentrations.. Dataset: hERG Central: cardiac toxicity at 1µM, 10µM, and general inhibition (1) The compound is CCn1c(SCc2nc(-c3ccc(Cl)cc3)no2)nnc1-c1ccco1. Results: hERG_inhib (hERG inhibition (general)): blocker. (2) The molecule is CCn1cc(/C=C/c2cc[n+](C)cc2)c2ccccc21.[I-]. Results: hERG_inhib (hERG inhibition (general)): blocker. (3) The drug is O=C(N/N=C/c1cccc([N+](=O)[O-])c1)C1CC(=O)N(c2ccc(F)cc2)C1. Results: hERG_inhib (hERG inhibition (general)): blocker. (4) The compound is CCn1nc(C)c(CN2CCC(C(=O)Nc3cccc(-c4cccc(F)c4)c3)CC2)c1C. Results: hERG_inhib (hERG inhibition (general)): blocker. (5) The molecule is COc1ccc(CNC(=O)CN(Cc2ccc(F)cc2)C(=O)c2csnn2)cc1. Results: hERG_inhib (hERG inhibition (general)): blocker.